From a dataset of Reaction yield outcomes from USPTO patents with 853,638 reactions. Predict the reaction yield, written as a fraction of the theoretical maximum amount of product (1.0 means a 100% yield; for example, 0.34 means a 34% yield). (1) The reactants are C[Si](C)(C)[O-].[K+].[Cl:7][C:8]1[CH:13]=[C:12]([NH:14][C:15]([C:17]2[O:18][C:19]([NH:22][C:23]3[CH:28]=[C:27]([F:29])[C:26]([F:30])=[CH:25][C:24]=3[F:31])=[N:20][N:21]=2)=[O:16])[CH:11]=[CH:10][C:9]=1[C@H:32]1[CH2:37][CH2:36][C@H:35]([CH:38]([CH3:44])[C:39]([O:41]CC)=[O:40])[CH2:34][CH2:33]1.C(O)(=O)CC(CC(O)=O)(C(O)=O)O. The catalyst is C1COCC1. The product is [Cl:7][C:8]1[CH:13]=[C:12]([NH:14][C:15]([C:17]2[O:18][C:19]([NH:22][C:23]3[CH:28]=[C:27]([F:29])[C:26]([F:30])=[CH:25][C:24]=3[F:31])=[N:20][N:21]=2)=[O:16])[CH:11]=[CH:10][C:9]=1[C@H:32]1[CH2:33][CH2:34][C@H:35]([CH:38]([CH3:44])[C:39]([OH:41])=[O:40])[CH2:36][CH2:37]1. The yield is 0.970. (2) The reactants are [CH3:1][O:2][C:3](=[O:10])[CH2:4][C:5](=[CH2:9])[C:6]([O-])=[O:7].CN(C)CCCN=C=NCC.[CH2:22]([NH:25][CH2:26][C:27]1[CH:32]=[CH:31][CH:30]=[CH:29][CH:28]=1)[CH:23]=[CH2:24]. The catalyst is CN(C)C1C=CN=CC=1.C(Cl)Cl. The product is [CH3:1][O:2][C:3](=[O:10])[CH2:4][C:5]([C:6](=[O:7])[N:25]([CH2:22][CH:23]=[CH2:24])[CH2:26][C:27]1[CH:28]=[CH:29][CH:30]=[CH:31][CH:32]=1)=[CH2:9]. The yield is 0.490. (3) The reactants are [CH3:1][C:2]1[N:3]=[CH:4][C:5]([C:8]([OH:10])=[O:9])=[N:6][CH:7]=1.CO[CH:13](OC)[N:14]([CH3:16])[CH3:15].[CH3:19]N(C)C=O. No catalyst specified. The product is [CH3:19][O:9][C:8]([C:5]1[CH:4]=[N:3][C:2]([CH:1]=[CH:13][N:14]([CH3:16])[CH3:15])=[CH:7][N:6]=1)=[O:10]. The yield is 0.660. (4) The reactants are [CH3:1][C@@H:2]1[CH2:7][CH2:6][C:5](=[O:8])[N:4]2[C@H:9]([C:12]3[CH:17]=[CH:16][CH:15]=[CH:14][CH:13]=3)[CH2:10][O:11][C@@H:3]12.C([SiH](CC)CC)C.C(=O)(O)[O-].[Na+]. The catalyst is C(Cl)Cl.[Ti](Cl)(Cl)(Cl)Cl. The product is [OH:11][CH2:10][C@H:9]([N:4]1[CH2:3][C@H:2]([CH3:1])[CH2:7][CH2:6][C:5]1=[O:8])[C:12]1[CH:17]=[CH:16][CH:15]=[CH:14][CH:13]=1. The yield is 0.200. (5) The reactants are [CH3:1][C:2]1[CH:13]=[CH:12][C:5]2[NH:6][C:7](=[O:11])[O:8][C:9](=[O:10])[C:4]=2[CH:3]=1.[H-].[Na+].[CH2:16](Br)[C:17]1[CH:22]=[CH:21][CH:20]=[CH:19][CH:18]=1. The catalyst is CN(C=O)C. The product is [CH2:16]([N:6]1[C:5]2[CH:12]=[CH:13][C:2]([CH3:1])=[CH:3][C:4]=2[C:9](=[O:10])[O:8][C:7]1=[O:11])[C:17]1[CH:22]=[CH:21][CH:20]=[CH:19][CH:18]=1. The yield is 0.970. (6) The reactants are [CH3:1][NH:2][CH2:3][CH2:4][C:5]#[C:6][C:7]1[CH:12]=[CH:11][CH:10]=[CH:9][N:8]=1.[F:13][C:14]([F:25])([F:24])[C:15]1[CH:23]=[CH:22][CH:21]=[CH:20][C:16]=1[C:17](Cl)=[O:18]. No catalyst specified. The product is [CH3:1][N:2]([CH2:3][CH2:4][C:5]#[C:6][C:7]1[CH:12]=[CH:11][CH:10]=[CH:9][N:8]=1)[C:17](=[O:18])[C:16]1[CH:20]=[CH:21][CH:22]=[CH:23][C:15]=1[C:14]([F:13])([F:24])[F:25]. The yield is 0.610. (7) The catalyst is C1COCC1. The product is [CH:1]1([N:4]2[CH2:5][CH2:6][N:7]([C:10]3[CH:11]=[CH:12][C:13]([C:14]([NH:21][C:22]4[CH:23]=[C:24]([CH2:34][CH2:35][C:36]5[CH:41]=[C:40]([O:42][CH3:43])[CH:39]=[C:38]([O:44][CH3:45])[CH:37]=5)[NH:25][N:26]=4)=[O:16])=[CH:19][CH:20]=3)[CH2:8][CH2:9]2)[CH2:2][CH2:3]1. The reactants are [CH:1]1([N:4]2[CH2:9][CH2:8][N:7]([C:10]3[CH:20]=[CH:19][C:13]([C:14]([O:16]CC)=O)=[CH:12][CH:11]=3)[CH2:6][CH2:5]2)[CH2:3][CH2:2]1.[NH2:21][C:22]1[N:26](C(OC(C)(C)C)=O)[N:25]=[C:24]([CH2:34][CH2:35][C:36]2[CH:41]=[C:40]([O:42][CH3:43])[CH:39]=[C:38]([O:44][CH3:45])[CH:37]=2)[CH:23]=1.C[Si]([N-][Si](C)(C)C)(C)C.[Na+]. The yield is 0.120. (8) The reactants are [Br:1][C:2]1[C:3]([CH3:21])=[N:4][N:5]([CH2:14][C:15](N(OC)C)=[O:16])[C:6]=1[C:7]1[CH:12]=[CH:11][C:10]([F:13])=[CH:9][CH:8]=1.C[Mg+].[Br-].[C:25](OCC)(=O)C.Cl. The catalyst is O1CCCC1. The product is [Br:1][C:2]1[C:3]([CH3:21])=[N:4][N:5]([CH2:14][C:15](=[O:16])[CH3:25])[C:6]=1[C:7]1[CH:12]=[CH:11][C:10]([F:13])=[CH:9][CH:8]=1. The yield is 0.550.